Dataset: Forward reaction prediction with 1.9M reactions from USPTO patents (1976-2016). Task: Predict the product of the given reaction. (1) Given the reactants C(OC(=O)[NH:7][CH:8]1[CH2:13][CH2:12][N:11]([CH2:14][CH2:15][N:16]2[C:25]3[C:20](=[CH:21][C:22]([F:26])=[CH:23][CH:24]=3)[N:19]=[CH:18][C:17]2=[O:27])[CH2:10][CH2:9]1)(C)(C)C.FC(F)(F)C(O)=O.NC1CCN(CCN2C3C(=CC=C(F)C=3)N=CC2=O)CC1, predict the reaction product. The product is: [NH2:7][CH:8]1[CH2:9][CH2:10][N:11]([CH2:14][CH2:15][N:16]2[C:25]3[C:20](=[CH:21][C:22]([F:26])=[CH:23][CH:24]=3)[N:19]=[CH:18][C:17]2=[O:27])[CH2:12][CH2:13]1. (2) The product is: [F:16][C:14]([F:17])([F:15])[O:13][C:10]1[CH:9]=[CH:8][C:7]([C:5]2[S:4][C:3]([C:18]([OH:20])=[O:19])=[C:2]([NH:1][C:22]([NH:21][C:24]3[C:25]([CH3:32])=[CH:26][C:27]([CH3:31])=[CH:28][C:29]=3[CH3:30])=[O:23])[CH:6]=2)=[CH:12][CH:11]=1. Given the reactants [NH2:1][C:2]1[CH:6]=[C:5]([C:7]2[CH:12]=[CH:11][C:10]([O:13][C:14]([F:17])([F:16])[F:15])=[CH:9][CH:8]=2)[S:4][C:3]=1[C:18]([OH:20])=[O:19].[N:21]([C:24]1[C:29]([CH3:30])=[CH:28][C:27]([CH3:31])=[CH:26][C:25]=1[CH3:32])=[C:22]=[O:23].C(N(CC)CC)C.O, predict the reaction product. (3) Given the reactants Br[C:2]1[C:11]([O:12][C:13]([F:16])([F:15])[F:14])=[CH:10][CH:9]=[C:8]2[C:3]=1[CH:4]=[CH:5][CH:6]=[N:7]2.[CH3:17][C:18]1[C:22]([C:23]2[CH:24]=[C:25](B3OC(C)(C)C(C)(C)O3)[C:26]3[NH:30][C:29](=[O:31])[NH:28][C:27]=3[CH:32]=2)=[C:21]([CH3:42])[O:20][N:19]=1.N12CCCN=C1CCCCC2.CS(C)=O, predict the reaction product. The product is: [CH3:17][C:18]1[C:22]([C:23]2[CH:24]=[C:25]([C:2]3[C:11]([O:12][C:13]([F:16])([F:15])[F:14])=[CH:10][CH:9]=[C:8]4[C:3]=3[CH:4]=[CH:5][CH:6]=[N:7]4)[C:26]3[NH:30][C:29](=[O:31])[NH:28][C:27]=3[CH:32]=2)=[C:21]([CH3:42])[O:20][N:19]=1. (4) Given the reactants [F:1][C:2]1([F:25])[CH2:7][CH2:6][CH2:5][C:4]([CH2:9][NH:10][C:11]([C:13]2[C:14]3[CH:15]=[CH:16][C:17](Cl)=[N:18][C:19]=3[CH:20]=[CH:21][C:22]=2[Cl:23])=[O:12])([OH:8])[CH2:3]1.CCN(C(C)C)C(C)C.[F:35][CH:36]1[CH2:40][CH2:39][NH:38][CH2:37]1, predict the reaction product. The product is: [F:1][C:2]1([F:25])[CH2:7][CH2:6][CH2:5][C:4]([CH2:9][NH:10][C:11]([C:13]2[C:14]3[CH:15]=[CH:16][C:17]([N:38]4[CH2:39][CH2:40][CH:36]([F:35])[CH2:37]4)=[N:18][C:19]=3[CH:20]=[CH:21][C:22]=2[Cl:23])=[O:12])([OH:8])[CH2:3]1. (5) Given the reactants [I:1][C:2]1[CH:3]=[C:4]([CH:8]=[CH:9][C:10]=1[CH3:11])[C:5]([OH:7])=O.C(Cl)(=O)C(Cl)=O.CCN(C(C)C)C(C)C.[F:27][C:28]([F:37])([F:36])[C:29]1[CH:30]=[C:31]([NH2:35])[CH:32]=[CH:33][CH:34]=1, predict the reaction product. The product is: [I:1][C:2]1[CH:3]=[C:4]([CH:8]=[CH:9][C:10]=1[CH3:11])[C:5]([NH:35][C:31]1[CH:32]=[CH:33][CH:34]=[C:29]([C:28]([F:27])([F:36])[F:37])[CH:30]=1)=[O:7]. (6) The product is: [Cl:1][C:2]1[CH:3]=[C:4]([S:9]([NH:12][C:13]2[CH:21]=[C:20]3[C:16]([C:17]([C:23](=[O:27])[C:24]([Cl:26])=[O:25])=[CH:18][N:19]3[CH3:22])=[CH:15][CH:14]=2)(=[O:11])=[O:10])[CH:5]=[C:6]([Cl:8])[CH:7]=1. Given the reactants [Cl:1][C:2]1[CH:3]=[C:4]([S:9]([NH:12][C:13]2[CH:21]=[C:20]3[C:16]([CH:17]=[CH:18][N:19]3[CH3:22])=[CH:15][CH:14]=2)(=[O:11])=[O:10])[CH:5]=[C:6]([Cl:8])[CH:7]=1.[C:23](Cl)(=[O:27])[C:24]([Cl:26])=[O:25], predict the reaction product. (7) Given the reactants Br[C:2]1[CH:17]=[CH:16][C:5]([C:6]([O:8][CH2:9][C:10]2[CH:15]=[CH:14][CH:13]=[CH:12][CH:11]=2)=[O:7])=[C:4]([N:18]2[CH2:23][CH2:22][CH:21]([CH2:24][O:25][Si](C(C)(C)C)(C3C=CC=CC=3)C3C=CC=CC=3)[CH2:20][CH2:19]2)[CH:3]=1.[CH:43]([Si](C)(C)C)=[CH2:44].CC1C=CC=CC=1P(C1C=CC=CC=1C)C1C=CC=CC=1C.C(N(CC)CC)C, predict the reaction product. The product is: [OH:25][CH2:24][CH:21]1[CH2:20][CH2:19][N:18]([C:4]2[CH:3]=[C:2]([CH:43]=[CH2:44])[CH:17]=[CH:16][C:5]=2[C:6]([O:8][CH2:9][C:10]2[CH:15]=[CH:14][CH:13]=[CH:12][CH:11]=2)=[O:7])[CH2:23][CH2:22]1.